Dataset: Full USPTO retrosynthesis dataset with 1.9M reactions from patents (1976-2016). Task: Predict the reactants needed to synthesize the given product. Given the product [BrH:19].[OH:2][C:3]1[C:8]([NH2:9])=[CH:7][CH:6]=[CH:5][C:4]=1[C:10]1[S:11][C:12]([CH3:18])=[C:13]([C:15]([OH:17])=[O:16])[N:14]=1, predict the reactants needed to synthesize it. The reactants are: C[O:2][C:3]1[C:8]([NH2:9])=[CH:7][CH:6]=[CH:5][C:4]=1[C:10]1[S:11][C:12]([CH3:18])=[C:13]([C:15]([OH:17])=[O:16])[N:14]=1.[BrH:19].